This data is from Forward reaction prediction with 1.9M reactions from USPTO patents (1976-2016). The task is: Predict the product of the given reaction. (1) Given the reactants [CH3:1][C:2]([CH3:5])([O-])[CH3:3].[K+].[CH:7]([NH2:9])=O.ClC1[C:20]2[N:21]=[CH:22][NH:23][C:19]=2[C:18]2[CH:17]=[CH:16][CH:15]=[CH:14][C:13]=2[N:12]=1.Cl, predict the reaction product. The product is: [CH2:1]([N:23]1[C:19]2[C:18]3[CH:17]=[CH:16][CH:15]=[CH:14][C:13]=3[N:12]=[C:7]([NH2:9])[C:20]=2[N:21]=[CH:22]1)[CH:2]([CH3:5])[CH3:3]. (2) Given the reactants C(OC([N:8]1[CH:13]=[C:12](Br)[CH:11]=[CH:10][CH:9]1[CH:15]1[CH2:20][CH2:19][NH:18][CH2:17][CH2:16]1)=O)(C)(C)C.[N:21]1([C:27]2[CH:32]=[CH:31][C:30](B(O)O)=[CH:29][CH:28]=2)[CH2:26][CH2:25][O:24][CH2:23][CH2:22]1.[C:36]([O-:39])([O-])=[O:37].[Na+].[Na+], predict the reaction product. The product is: [C:15]([O:39][C:36]([N:18]1[CH2:17][CH2:16][CH:15]([C:9]2[CH:10]=[CH:11][C:12]([C:30]3[CH:31]=[CH:32][C:27]([N:21]4[CH2:26][CH2:25][O:24][CH2:23][CH2:22]4)=[CH:28][CH:29]=3)=[CH:13][N:8]=2)[CH2:20][CH2:19]1)=[O:37])([CH3:20])([CH3:16])[CH3:9]. (3) Given the reactants [NH2:1][C:2]1[CH:18]=[CH:17][C:5]([O:6][C:7]2[CH:12]=[CH:11][N:10]=[C:9]([NH2:13])[C:8]=2[N+:14]([O-:16])=[O:15])=[C:4]([Cl:19])[CH:3]=1.[Cl:20][C:21]1[CH:26]=[CH:25][C:24]([N:27]=[C:28]=[O:29])=[CH:23][C:22]=1[C:30]([F:33])([F:32])[F:31], predict the reaction product. The product is: [NH2:13][C:9]1[C:8]([N+:14]([O-:16])=[O:15])=[C:7]([O:6][C:5]2[CH:17]=[CH:18][C:2]([NH:1][C:28]([NH:27][C:24]3[CH:25]=[CH:26][C:21]([Cl:20])=[C:22]([C:30]([F:32])([F:31])[F:33])[CH:23]=3)=[O:29])=[CH:3][C:4]=2[Cl:19])[CH:12]=[CH:11][N:10]=1. (4) Given the reactants CON(C)[C:4]([C@@H:6]1[CH2:10][CH2:9][CH2:8][C@H:7]1[C:11]1[C:19]2[C:14](=[CH:15][CH:16]=[C:17]([C:20]#[N:21])[CH:18]=2)[N:13]([CH3:22])[CH:12]=1)=[O:5].[H-].[Na+].IC.[H-].[Al+3].[Li+].[H-].[H-].[H-], predict the reaction product. The product is: [CH:4]([C@@H:6]1[CH2:10][CH2:9][CH2:8][C@H:7]1[C:11]1[C:19]2[C:14](=[CH:15][CH:16]=[C:17]([C:20]#[N:21])[CH:18]=2)[N:13]([CH3:22])[CH:12]=1)=[O:5]. (5) Given the reactants [CH3:1][C:2]([S:5]([NH2:7])=[O:6])([CH3:4])[CH3:3].[O:8]1[C:12]2([CH2:17][CH2:16][C:15](=O)[CH2:14][CH2:13]2)[O:11][CH2:10][CH2:9]1.ClCCl.C1COCC1, predict the reaction product. The product is: [O:8]1[C:12]2([CH2:17][CH2:16][C:15](=[N:7][S:5]([C:2]([CH3:4])([CH3:3])[CH3:1])=[O:6])[CH2:14][CH2:13]2)[O:11][CH2:10][CH2:9]1.